This data is from Forward reaction prediction with 1.9M reactions from USPTO patents (1976-2016). The task is: Predict the product of the given reaction. (1) Given the reactants FC(F)(F)[C:3]([C:5]1[C:13]2[C:8](=[C:9]([CH3:15])[C:10]([F:14])=[CH:11][CH:12]=2)[N:7]([CH2:16][CH2:17][O:18][CH3:19])[CH:6]=1)=[O:4].[OH-:22].[Na+].Cl, predict the reaction product. The product is: [F:14][C:10]1[C:9]([CH3:15])=[C:8]2[C:13]([C:5]([C:3]([OH:4])=[O:22])=[CH:6][N:7]2[CH2:16][CH2:17][O:18][CH3:19])=[CH:12][CH:11]=1. (2) Given the reactants [Cl-].[NH4+].[C-]#N.[K+].[CH3:6][C:7]1[CH:12]=[C:11]([CH3:13])[CH:10]=[CH:9][C:8]=1/[CH:14]=[CH:15]/[C:16](=[O:18])[CH3:17].[CH3:19][N:20](C)C=O, predict the reaction product. The product is: [CH3:6][C:7]1[CH:12]=[C:11]([CH3:13])[CH:10]=[CH:9][C:8]=1[CH:14]([C:19]#[N:20])[CH2:15][C:16](=[O:18])[CH3:17]. (3) Given the reactants [CH:1]1([N:7]([CH3:28])[C:8]2[C:9]([F:27])=[CH:10][C:11]3[C:12]([CH:26]=2)=[N:13][C:14]2[N:15]([CH3:25])[CH:16]=[C:17]([C:22]([OH:24])=[O:23])[C:18](=[O:21])[C:19]=2[CH:20]=3)[CH2:6][CH2:5][CH2:4][CH2:3][CH2:2]1.[OH-].[OH:30][CH2:31][CH2:32][N+:33]([CH3:36])([CH3:35])[CH3:34], predict the reaction product. The product is: [OH:30][CH2:31][CH2:32][N+:33]([CH3:36])([CH3:35])[CH3:34].[CH:1]1([N:7]([CH3:28])[C:8]2[C:9]([F:27])=[CH:10][C:11]3[C:12]([CH:26]=2)=[N:13][C:14]2[N:15]([CH3:25])[CH:16]=[C:17]([C:22]([O-:24])=[O:23])[C:18](=[O:21])[C:19]=2[CH:20]=3)[CH2:2][CH2:3][CH2:4][CH2:5][CH2:6]1. (4) Given the reactants [NH2:1][C:2]1[CH:3]=[CH:4][C:5]([F:29])=[C:6]([C@:8]23[CH2:16][O:15][C@H:14]([C:17]([F:20])([F:19])[F:18])[C@H:13]2[CH2:12][S:11][C:10]([NH:21]C(=O)OC(C)(C)C)=[N:9]3)[CH:7]=1.C(N(CC)C(C)C)(C)C.F[P-](F)(F)(F)(F)F.[PH4+].C(=O)(O)[O-].[Na+].[F:52][CH2:53][C:54]1[N:55]=[CH:56][C:57]([C:60](O)=[O:61])=[N:58][CH:59]=1, predict the reaction product. The product is: [NH2:21][C:10]1[S:11][CH2:12][C@@H:13]2[C@@H:14]([C:17]([F:20])([F:18])[F:19])[O:15][CH2:16][C@:8]2([C:6]2[CH:7]=[C:2]([NH:1][C:60]([C:57]3[CH:56]=[N:55][C:54]([CH2:53][F:52])=[CH:59][N:58]=3)=[O:61])[CH:3]=[CH:4][C:5]=2[F:29])[N:9]=1.